From a dataset of Forward reaction prediction with 1.9M reactions from USPTO patents (1976-2016). Predict the product of the given reaction. Given the reactants [Cl:1][C:2]1[CH:7]=[C:6]([CH2:8][O:9][CH3:10])[CH:5]=[CH:4][C:3]=1C=C.[C:13]1(C)C=CC=CC=1.[F-].[Na+].[F:22][C:23]([F:35])(S(F)(=O)=O)[C:24](O[Si](C)(C)C)=O, predict the reaction product. The product is: [Cl:1][C:2]1[CH:7]=[C:6]([CH2:8][O:9][CH3:10])[CH:5]=[CH:4][C:3]=1[CH:24]1[CH2:13][C:23]1([F:35])[F:22].